This data is from Experimentally validated miRNA-target interactions with 360,000+ pairs, plus equal number of negative samples. The task is: Binary Classification. Given a miRNA mature sequence and a target amino acid sequence, predict their likelihood of interaction. (1) Result: 0 (no interaction). The protein sequence of the target gene is MFGAASRMDTTAVCTGGVTESRGIVDSLQKFSSLPAYLPTNLHISNAEESFFLKEANQDLTRNSSLQARVEPFFIYRARTPPIINASYGPFSVEKIIPQELLLTSTAFGNMDKFPFNWKLKSHILDSSIYSNRPKVQTLFYVTGMGWDDSDLTEDLPCVKMFAFPEAREVAASCRLQGAPGLCVAELELLPEWFSSGLDLEPEEEIPALLGGTTMELFFTLYPADKAGQCPLEEEGKWENNIHSGLESPQQAFPARERIGSVVVYPTQDDLKWSLVSLDENVVISVPLNLVREGDTATFL.... The miRNA is hsa-miR-6832-3p with sequence ACCCUUUUUCUCUUUCCCAG. (2) The miRNA is hsa-miR-660-3p with sequence ACCUCCUGUGUGCAUGGAUUA. The protein sequence of the target gene is MRHCINCCIQLLPDGAHKQQVNCQGGPHHGHQACPTCKGENKILFRVDSKQMNLLAVLEVRTEGNENWGGFLRFKKGKRCSLVFGLIIMTLVMASYILSGAHQELLISSPFHYGGFPSNPSLMDSENPSDTKEHHHQSSVNNISYMKDYPSIKLIINSITTRIEFTTRQLPDLEDLKKQELHMFSVIPNKFLPNSKSPCWYEEFSGQNTTDPYLTNSYVLYSKRFRSTFDALRKAFWGHLAHAHGKHFRLRCLPHFYIIGQPKCGTTDLYDRLRLHPEVKFSAIKEPHWWTRKRFGIVRL.... Result: 1 (interaction). (3) The miRNA is hsa-miR-4795-5p with sequence AGAAGUGGCUAAUAAUAUUGA. The protein sequence of the target gene is MKKIFSKKGESPLGSFARRQRSSAGGGGEPGEGAYSQPGYHVRDRDLGKIHKAASAGNVAKVQQILLLRKNGLNDRDKMNRTALHLACANGHPEVVTLLVDRKCQLNVCDNENRTALMKAVQCQEEKCATILLEHGADPNLADVHGNTALHYAVYNEDISVATKLLLYDANIEAKNKDDLTPLLLAVSGKKQQMVEFLIKKKANVNAVDKLESSHQLISEYKEERIPKHSSQNSNSVDESSEDSLSRLSGKPGVDDSWPTSDDEDLNFDTKNVPKPSLAKLMTASQQSRKNLEATYGTVR.... Result: 0 (no interaction). (4) The miRNA is mmu-miR-15a-5p with sequence UAGCAGCACAUAAUGGUUUGUG. Result: 0 (no interaction). The protein sequence of the target gene is MQAAWLLGALVVPQLLGFGHGARGAEREWEGGWGGAQEEEREREALMLKHLQEALGLPAGRGDENPAGTVEGKEDWEMEEDQGEEEEEEATPTPSSGPSPSPTPEDIVTYILGRLAGLDAGLHQLHVRLHALDTRVVELTQGLRQLRNAAGDTRDAVQALQEAQGRAEREHGRLEGCLKGLRLGHKCFLLSRDFEAQAAAQARCTARGGSLAQPADRQQMEALTRYLRAALAPYNWPVWLGVHDRRAEGLYLFENGQRVSFFAWHRSPRPELGAQPSASPHPLSPDQPNGGTLENCVAQA.... (5) The miRNA is mmu-miR-290a-5p with sequence ACUCAAACUAUGGGGGCACUUU. The protein sequence of the target gene is MSGFDDPGIFYSDSFGGDPGAEEGQARKSQLQRRFKEFLRQYRVGTDRTGFTFKYRDELKRHYNLGEYWIEVEMEDLASFDEELADHLHKQPAEHLQLLEEAAKEVADEVTRPRPAGDELLQDIQVMLKSDASPSSIRILKSDMMSHLVKIPGIIISASAVRAKATRISIQCRSCHNTLTNIAMRPGLEGYALPRKCNMDQAGRPKCPLDPYFIMPDKCKCVDFQTLKLQELPDAVPHGEMPRHMQLYCDRYLCDKVVPGNRVTIMGIYSIKKFGLNPSKGRDRVGVGIRSSYIRVLGIQ.... Result: 1 (interaction). (6) The miRNA is hsa-miR-335-3p with sequence UUUUUCAUUAUUGCUCCUGACC. The protein sequence of the target gene is MGSGWSSEEEERQPLLGPGLGPAPGAARRGREATAVLPAAGPNPGRVYGRRWLVLLLFSLLAFAQGLVWNTWGPIQNSARQAYGFSGWDIALLVLWGPIGFLPCFAFMWLLDKRGLRVTVLLTSFLMVLGTGLRCIPVSDLALKKRLIHGGQILNGLAGPTVMNAAPFLSTTWFSADERATATAIASMLSYLGGACAFLVGPLVVPAPNGTAPLLAAESSRAHIKDRIETVLYAEFGVVCLIFSATLAYFPPRPPLPPSVAAASQRLSYRRSFCRLLSNLRFLMIALAYAIPLGVFAGWS.... Result: 0 (no interaction).